Task: Predict which catalyst facilitates the given reaction.. Dataset: Catalyst prediction with 721,799 reactions and 888 catalyst types from USPTO (1) Reactant: FC(F)(F)C(O)=O.C(OC(=O)[NH:14][C@@H:15]([CH2:29][N:30]1[CH2:35][C:34](=[O:36])[N:33]([C:37]2[CH:42]=[CH:41][CH:40]=[CH:39][C:38]=2[Cl:43])[CH2:32][C:31]1([CH3:45])[CH3:44])[C@@H:16]([OH:28])[CH2:17][C@H:18]([C:20](=[O:27])[NH:21][CH2:22][C:23]([CH3:26])([CH3:25])[CH3:24])[CH3:19])(C)(C)C.[C:47]([OH:54])(=[O:53])/[CH:48]=[CH:49]/[C:50]([OH:52])=[O:51].[CH3:55][C:56]([CH3:86])([CH3:85])[CH2:57][NH:58][C:59](=[O:84])[C@H:60]([CH3:83])[CH2:61][C@H:62]([OH:82])[C@@H:63]([NH2:81])[CH2:64][N:65]1[CH2:70][C:69](=[O:71])[N:68]([C:72]2[CH:77]=[CH:76][CH:75]=[CH:74][C:73]=2[Cl:78])[CH2:67][C:66]1([CH3:80])[CH3:79]. Product: [C:47]([OH:54])(=[O:53])/[CH:48]=[CH:49]/[C:50]([OH:52])=[O:51].[CH3:25][C:23]([CH3:24])([CH3:26])[CH2:22][NH:21][C:20](=[O:27])[C@H:18]([CH3:19])[CH2:17][C@H:16]([OH:28])[C@@H:15]([NH2:14])[CH2:29][N:30]1[CH2:35][C:34](=[O:36])[N:33]([C:37]2[CH:42]=[CH:41][CH:40]=[CH:39][C:38]=2[Cl:43])[CH2:32][C:31]1([CH3:44])[CH3:45].[NH2:81][C@@H:63]([CH2:64][N:65]1[CH2:70][C:69](=[O:71])[N:68]([C:72]2[CH:77]=[CH:76][CH:75]=[CH:74][C:73]=2[Cl:78])[CH2:67][C:66]1([CH3:79])[CH3:80])[C@@H:62]([OH:82])[CH2:61][C@@H:60]([CH3:83])[C:59]([NH:58][CH2:57][C:56]([CH3:85])([CH3:55])[CH3:86])=[O:84]. The catalyst class is: 61. (2) Reactant: CON(C)[C:4]([C:6]1[N:7]=[N:8][N:9]([CH2:11][C:12]2[CH:17]=[CH:16][C:15]([O:18][CH3:19])=[CH:14][CH:13]=2)[CH:10]=1)=[O:5].[CH3:21][Mg]Br. Product: [CH3:19][O:18][C:15]1[CH:14]=[CH:13][C:12]([CH2:11][N:9]2[CH:10]=[C:6]([C:4](=[O:5])[CH3:21])[N:7]=[N:8]2)=[CH:17][CH:16]=1. The catalyst class is: 1. (3) Reactant: [NH2:1][C:2]1[C:7]([C:8]#[N:9])=[C:6]([C:10]2[CH:15]=[CH:14][C:13]([NH2:16])=[CH:12][CH:11]=2)[N:5]=[C:4]([S:17][CH2:18][C:19]2[CH:24]=[CH:23][CH:22]=[C:21]([CH2:25][CH2:26][C:27]([N:29]3[CH2:34][CH2:33][N:32]([CH3:35])[CH2:31][CH2:30]3)=[O:28])[N:20]=2)[N:3]=1.C(N(CC)CC)C.[C:43](Cl)(=[O:46])[CH2:44][CH3:45]. Product: [NH2:1][C:2]1[N:3]=[C:4]([S:17][CH2:18][C:19]2[CH:24]=[CH:23][CH:22]=[C:21]([CH2:25][CH2:26][C:27]([N:29]3[CH2:34][CH2:33][N:32]([CH3:35])[CH2:31][CH2:30]3)=[O:28])[N:20]=2)[N:5]=[C:6]([C:10]2[CH:15]=[CH:14][C:13]([NH:16][C:43](=[O:46])[CH2:44][CH3:45])=[CH:12][CH:11]=2)[C:7]=1[C:8]#[N:9]. The catalyst class is: 10.